From a dataset of Forward reaction prediction with 1.9M reactions from USPTO patents (1976-2016). Predict the product of the given reaction. (1) Given the reactants Cl[C:2]1[N:7]=[C:6]([NH:8][C@H:9]2[CH2:14][CH2:13][CH2:12][C@@H:11]([NH:15][C:16](=[O:22])[O:17][C:18]([CH3:21])([CH3:20])[CH3:19])[CH2:10]2)[C:5]([F:23])=[CH:4][C:3]=1[C:24]#[N:25].[F:26][C:27]1[CH:28]=[C:29]2[C:35](B3OC(C)(C)C(C)(C)O3)=[CH:34][N:33]([S:45]([C:48]3[CH:53]=[CH:52][C:51]([CH3:54])=[CH:50][CH:49]=3)(=[O:47])=[O:46])[C:30]2=[N:31][CH:32]=1.C(=O)([O-])[O-].[Na+].[Na+].C(OCC)(=O)C, predict the reaction product. The product is: [C:24]([C:3]1[CH:4]=[C:5]([F:23])[C:6]([NH:8][C@H:9]2[CH2:14][CH2:13][CH2:12][C@@H:11]([NH:15][C:16](=[O:22])[O:17][C:18]([CH3:21])([CH3:20])[CH3:19])[CH2:10]2)=[N:7][C:2]=1[C:35]1[C:29]2[C:30](=[N:31][CH:32]=[C:27]([F:26])[CH:28]=2)[N:33]([S:45]([C:48]2[CH:53]=[CH:52][C:51]([CH3:54])=[CH:50][CH:49]=2)(=[O:46])=[O:47])[CH:34]=1)#[N:25]. (2) Given the reactants Br[C:2]1[CH:7]=[CH:6][C:5]([OH:8])=[CH:4][CH:3]=1.C(N(CC)CC)C.[CH2:16]=[C:17]1[CH2:20][CH:19]([C:21]([O:23][CH2:24][C:25]2[CH:30]=[CH:29][CH:28]=[CH:27][CH:26]=2)=[O:22])[CH2:18]1, predict the reaction product. The product is: [OH:8][C:5]1[CH:6]=[CH:7][C:2]([CH:16]=[C:17]2[CH2:20][CH:19]([C:21]([O:23][CH2:24][C:25]3[CH:26]=[CH:27][CH:28]=[CH:29][CH:30]=3)=[O:22])[CH2:18]2)=[CH:3][CH:4]=1. (3) Given the reactants [CH3:1][C:2]1[CH:11]=[CH:10][C:9]2[C:4](=[CH:5][CH:6]=[CH:7][CH:8]=2)[N:3]=1.C(OOC(=O)C1C=CC=CC=1)(=O)C1C=CC=CC=1.[Br:30]NC(=O)CCC(N)=O, predict the reaction product. The product is: [Br:30][CH2:1][C:2]1[CH:11]=[CH:10][C:9]2[C:4](=[CH:5][CH:6]=[CH:7][CH:8]=2)[N:3]=1. (4) Given the reactants [CH3:1][C:2]([C:6]1[CH:11]=[CH:10][C:9]([N+:12]([O-:14])=[O:13])=[CH:8][CH:7]=1)([CH3:5])[CH2:3][NH2:4].[OH-].[Na+].[CH3:17][C:18]([O:21][C:22](O[C:22]([O:21][C:18]([CH3:20])([CH3:19])[CH3:17])=[O:23])=[O:23])([CH3:20])[CH3:19].OS([O-])(=O)=O.[K+], predict the reaction product. The product is: [CH3:5][C:2]([C:6]1[CH:11]=[CH:10][C:9]([N+:12]([O-:14])=[O:13])=[CH:8][CH:7]=1)([CH3:1])[CH2:3][NH:4][C:22](=[O:23])[O:21][C:18]([CH3:20])([CH3:19])[CH3:17]. (5) Given the reactants [CH:1]1([NH:6][C@@H:7]([CH2:12][CH3:13])[C:8]([O:10][CH3:11])=[O:9])[CH2:5][CH2:4][CH2:3][CH2:2]1.C(=O)(O)[O-].[Na+].[Cl:19][C:20]1[N:25]=[C:24](Cl)[C:23]([N+:27]([O-:29])=[O:28])=[CH:22][N:21]=1.ClCCl, predict the reaction product. The product is: [Cl:19][C:20]1[N:25]=[C:24]([N:6]([CH:1]2[CH2:2][CH2:3][CH2:4][CH2:5]2)[C@@H:7]([CH2:12][CH3:13])[C:8]([O:10][CH3:11])=[O:9])[C:23]([N+:27]([O-:29])=[O:28])=[CH:22][N:21]=1.